Dataset: Reaction yield outcomes from USPTO patents with 853,638 reactions. Task: Predict the reaction yield, written as a fraction of the theoretical maximum amount of product (1.0 means a 100% yield; for example, 0.34 means a 34% yield). (1) The reactants are [CH:1]1([CH2:7][C@H:8]([N:12]2[CH2:16][C:15]([O:17][C:18]3[CH:19]=[N:20][C:21]([CH3:24])=[CH:22][CH:23]=3)=[CH:14][C:13]2=[O:25])[C:9]([OH:11])=O)[CH2:6][CH2:5][CH2:4][CH2:3][CH2:2]1.Cl.[CH3:27]N(C)CCCN=C=NCC.C(N(CC)C(C)C)(C)C.ON1C2C=CC=CC=2N=N1.Cl.[OH:58][C@@H:59]([CH2:89]O)[CH2:60][N:61]1[CH:65]=[CH:64][C:63]([NH:66]C(=O)[C@@H](N2CC(OC3C=CC=C(Cl)C=3Cl)=CC2=O)CC(C)C)=[N:62]1. The catalyst is ClCCl.C(OCC)(=O)C. The product is [CH:1]1([CH2:7][C@H:8]([N:12]2[CH2:16][C:15]([O:17][C:18]3[CH:19]=[N:20][C:21]([CH3:24])=[CH:22][CH:23]=3)=[CH:14][C:13]2=[O:25])[C:9]([NH:66][C:63]2[CH:64]=[CH:65][N:61]([CH2:60][C:59]([OH:58])([CH3:89])[CH3:27])[N:62]=2)=[O:11])[CH2:6][CH2:5][CH2:4][CH2:3][CH2:2]1. The yield is 0.500. (2) The reactants are [NH2:1][C:2]1[CH:7]=[CH:6][C:5]([C:8]2[C:16]3[C:11](=[N:12][CH:13]=[N:14][C:15]=3[NH2:17])[N:10]([CH:18]3[CH2:23][CH2:22][N:21]([CH:24]4[CH2:29][CH2:28][N:27]([CH3:30])[CH2:26][CH2:25]4)[CH2:20][CH2:19]3)[N:9]=2)=[CH:4][C:3]=1[O:31][CH3:32].[CH3:33][N:34]([CH3:44])[C:35]1[CH:40]=[CH:39][C:38]([C:41](Cl)=[O:42])=[CH:37][CH:36]=1. The catalyst is N1C=CC=CC=1.ClCCl. The product is [NH2:17][C:15]1[N:14]=[CH:13][N:12]=[C:11]2[N:10]([CH:18]3[CH2:23][CH2:22][N:21]([CH:24]4[CH2:29][CH2:28][N:27]([CH3:30])[CH2:26][CH2:25]4)[CH2:20][CH2:19]3)[N:9]=[C:8]([C:5]3[CH:6]=[CH:7][C:2]([NH:1][C:41](=[O:42])[C:38]4[CH:37]=[CH:36][C:35]([N:34]([CH3:33])[CH3:44])=[CH:40][CH:39]=4)=[C:3]([O:31][CH3:32])[CH:4]=3)[C:16]=12. The yield is 0.530. (3) The reactants are [NH2:1][C:2]1[CH:3]=[C:4]([N:9]2[CH2:18][C:17]3[C:12](=[N:13][C:14](SC)=[N:15][CH:16]=3)[N:11]([CH3:21])[C:10]2=[O:22])[CH:5]=[CH:6][C:7]=1[F:8]. The catalyst is C1COCC1.[Ni]. The product is [NH2:1][C:2]1[CH:3]=[C:4]([N:9]2[CH2:18][C:17]3[C:12](=[N:13][CH:14]=[N:15][CH:16]=3)[N:11]([CH3:21])[C:10]2=[O:22])[CH:5]=[CH:6][C:7]=1[F:8]. The yield is 0.760. (4) The reactants are Cl.[CH3:2][O:3][C:4](=[O:10])[C@@H:5]1[CH2:9][CH2:8][CH2:7][NH:6]1.C(N(CC)CC)C.[C:18]1(=[O:24])O[C:21](=[O:22])[CH:20]=[CH:19]1.ON1C(=O)CCC1=O.C1CCC(N=C=NC2CCCCC2)CC1.[NH2:48][CH2:49][C:50]1[C:51](=[N:56][NH:57][C:58]2[CH:63]=[CH:62][CH:61]=[C:60]([F:64])[CH:59]=2)[C:52]([NH2:55])=[N:53][N:54]=1. The catalyst is COCCOC.C(OCC)C.CN(C=O)C. The product is [CH3:2][O:3][C:4]([CH:5]1[CH2:9][CH2:8][CH2:7][N:6]1[C:18](=[O:24])[CH:19]=[CH:20][C:21](=[O:22])[NH:48][CH2:49][C:50]1[C:51](=[N:56][NH:57][C:58]2[CH:63]=[CH:62][CH:61]=[C:60]([F:64])[CH:59]=2)[C:52]([NH2:55])=[N:53][N:54]=1)=[O:10]. The yield is 0.380.